Dataset: Full USPTO retrosynthesis dataset with 1.9M reactions from patents (1976-2016). Task: Predict the reactants needed to synthesize the given product. (1) Given the product [Cl:13][C:4]1[N:3]=[C:2]([NH:14][C@H:15]2[CH2:19][CH2:18][N:17]([C:20]([O:22][C:23]([CH3:26])([CH3:25])[CH3:24])=[O:21])[CH2:16]2)[C:11]2[C:6]([CH:5]=1)=[CH:7][CH:8]=[C:9]([F:12])[CH:10]=2, predict the reactants needed to synthesize it. The reactants are: Cl[C:2]1[C:11]2[C:6](=[CH:7][CH:8]=[C:9]([F:12])[CH:10]=2)[CH:5]=[C:4]([Cl:13])[N:3]=1.[NH2:14][C@H:15]1[CH2:19][CH2:18][N:17]([C:20]([O:22][C:23]([CH3:26])([CH3:25])[CH3:24])=[O:21])[CH2:16]1.CCN(CC)CC. (2) The reactants are: [CH3:1][N:2]([CH2:4][CH2:5][NH:6][C:7](=[O:19])[C:8]1[CH:13]=[CH:12][C:11]([N+:14]([O-])=O)=[CH:10][C:9]=1[O:17][CH3:18])[CH3:3]. Given the product [NH2:14][C:11]1[CH:12]=[CH:13][C:8]([C:7]([NH:6][CH2:5][CH2:4][N:2]([CH3:1])[CH3:3])=[O:19])=[C:9]([O:17][CH3:18])[CH:10]=1, predict the reactants needed to synthesize it. (3) Given the product [C:1]([N:8]1[CH2:7][CH2:6][N:5]([C:11]2[CH:16]=[C:15]([CH2:17][N:18]3[CH:23]=[C:22]([C:24]4[O:28][N:27]=[C:26]([C:29]5[CH:34]=[CH:33][C:32]([S:35][C:36]([F:39])([F:37])[F:38])=[CH:31][CH:30]=5)[N:25]=4)[CH:21]=[CH:20][C:19]3=[O:40])[CH:14]=[CH:13][N:12]=2)[CH2:10][CH2:9]1)(=[O:3])[CH3:2], predict the reactants needed to synthesize it. The reactants are: [C:1](Cl)(=[O:3])[CH3:2].[N:5]1([C:11]2[CH:16]=[C:15]([CH2:17][N:18]3[CH:23]=[C:22]([C:24]4[O:28][N:27]=[C:26]([C:29]5[CH:34]=[CH:33][C:32]([S:35][C:36]([F:39])([F:38])[F:37])=[CH:31][CH:30]=5)[N:25]=4)[CH:21]=[CH:20][C:19]3=[O:40])[CH:14]=[CH:13][N:12]=2)[CH2:10][CH2:9][NH:8][CH2:7][CH2:6]1.C(N(CC)CC)C.O. (4) The reactants are: [CH2:1]([O:8][C:9]([NH:11][C:12]([C:15]1[N:20]=[C:19]([C:21]([O:23][CH3:24])=[O:22])[C:18]([OH:25])=[C:17]([OH:26])[N:16]=1)([CH3:14])[CH3:13])=[O:10])[C:2]1[CH:7]=[CH:6][CH:5]=[CH:4][CH:3]=1.[C:27](O[C:27](=[O:34])[C:28]1[CH:33]=[CH:32][CH:31]=[CH:30][CH:29]=1)(=[O:34])[C:28]1[CH:33]=[CH:32][CH:31]=[CH:30][CH:29]=1. Given the product [C:27]([O:25][C:18]1[C:19]([C:21]([O:23][CH3:24])=[O:22])=[N:20][C:15]([C:12]([NH:11][C:9]([O:8][CH2:1][C:2]2[CH:7]=[CH:6][CH:5]=[CH:4][CH:3]=2)=[O:10])([CH3:14])[CH3:13])=[N:16][C:17]=1[OH:26])(=[O:34])[C:28]1[CH:33]=[CH:32][CH:31]=[CH:30][CH:29]=1, predict the reactants needed to synthesize it. (5) Given the product [C:5]([O:21][C:19]([N:45]=[C:44]([NH:46][C:55](=[O:56])[OH:25])[N:41]1[CH2:40][CH2:39][NH:38][CH2:43][CH2:42]1)=[O:22])([CH3:10])([CH3:6])[CH3:4], predict the reactants needed to synthesize it. The reactants are: BrCC1N(CC(C)(C)C)[C:6]2N=C(C#N)N=[CH:10][C:5]=2[CH:4]=1.[C:19](=[O:22])([O-:21])[O-].[K+].[K+].[OH2:25].C(C1N=CC2C=C(C[N:38]3[CH2:43][CH2:42][N:41]([C:44]([NH2:46])=[NH:45])[CH2:40][CH2:39]3)N(CC(C)(C)C)C=2N=1)#N.CN([CH:55]=[O:56])C. (6) The reactants are: F[C:2]1[CH:3]=[CH:4][C:5]([C@H:8]([NH:10][C:11](=[O:13])[CH3:12])[CH3:9])=[N:6][CH:7]=1. Given the product [N:6]1[CH:7]=[CH:2][CH:3]=[CH:4][C:5]=1[C@H:8]([NH:10][C:11](=[O:13])[CH3:12])[CH3:9], predict the reactants needed to synthesize it.